From a dataset of Reaction yield outcomes from USPTO patents with 853,638 reactions. Predict the reaction yield, written as a fraction of the theoretical maximum amount of product (1.0 means a 100% yield; for example, 0.34 means a 34% yield). The reactants are C(NC(C)C)(C)C.C([Li])CCC.[Br:13][C:14]1[CH:15]=[N:16][CH:17]=[C:18]([F:20])[CH:19]=1.[Cl:21]C(Cl)(Cl)C(Cl)(Cl)Cl.[ClH:29]. The catalyst is O1CCCC1.CC(OC)(C)C.O. The product is [ClH:21].[Br:13][C:14]1[CH:15]=[N:16][CH:17]=[C:18]([F:20])[C:19]=1[Cl:29]. The yield is 0.690.